From a dataset of Catalyst prediction with 721,799 reactions and 888 catalyst types from USPTO. Predict which catalyst facilitates the given reaction. (1) Reactant: [CH3:1][O:2][C:3](/[CH:5]=[CH:6]/[C:7]([OH:9])=[O:8])=[O:4].Cl.CN(C)CCCN=C=NCC.O[C@@H:23]([CH3:32])[C:24]([N:26]1[CH2:31][CH2:30][O:29][CH2:28][CH2:27]1)=[O:25]. Product: [C:7]([O:9][C@@H:23]([CH3:32])[C:24]([N:26]1[CH2:31][CH2:30][O:29][CH2:28][CH2:27]1)=[O:25])(=[O:8])/[CH:6]=[CH:5]/[C:3]([O:2][CH3:1])=[O:4]. The catalyst class is: 154. (2) Reactant: Cl.[Br:2][C:3]1[CH:4]=[C:5]([CH:8]=[CH:9][CH:10]=1)[CH2:6][NH2:7].C(N(CC)C(C)C)(C)C.[C:20](OC([O-])=O)([O:22][C:23]([CH3:26])([CH3:25])[CH3:24])=[O:21]. Product: [Br:2][C:3]1[CH:4]=[C:5]([CH:8]=[CH:9][CH:10]=1)[CH2:6][NH:7][C:20](=[O:21])[O:22][C:23]([CH3:26])([CH3:25])[CH3:24]. The catalyst class is: 96. (3) Reactant: [CH:1]1[C:10]2[C:5](=[CH:6][CH:7]=[CH:8][CH:9]=2)[CH:4]=[C:3]([NH:11][C:12](=[O:47])[O:13][CH2:14][C@@H:15]([N:33]([CH3:46])[C:34]([NH:36][CH2:37][C:38]2[CH:43]=[CH:42][CH:41]=[C:40]([F:44])[C:39]=2F)=[O:35])[CH2:16][C@@H:17]([OH:32])[CH2:18][O:19][P:20]([O:27]C(C)(C)C)([O:22]C(C)(C)C)=[O:21])[N:2]=1.[ClH:48]. Product: [CH:1]1[C:10]2[C:5](=[CH:6][CH:7]=[CH:8][CH:9]=2)[CH:4]=[C:3]([NH:11][C:12](=[O:47])[O:13][CH2:14][C@@H:15]([N:33]([CH3:46])[C:34]([NH:36][CH2:37][C:38]2[CH:43]=[CH:42][CH:41]=[C:40]([F:44])[C:39]=2[Cl:48])=[O:35])[CH2:16][C@@H:17]([OH:32])[CH2:18][O:19][P:20]([OH:27])([OH:22])=[O:21])[N:2]=1. The catalyst class is: 5. (4) Reactant: [CH3:1][O:2][C:3]1[CH:8]=[CH:7][C:6]([Mg]Br)=[CH:5][CH:4]=1.C(O[C:14](=[O:32])[CH2:15][CH2:16][N:17]([CH2:25][C:26]1[CH:31]=[CH:30][CH:29]=[CH:28][CH:27]=1)[CH2:18][C:19]1[CH:24]=[CH:23][CH:22]=[CH:21][CH:20]=1)C. Product: [CH2:25]([N:17]([CH2:18][C:19]1[CH:20]=[CH:21][CH:22]=[CH:23][CH:24]=1)[CH2:16][CH2:15][C:14]([C:6]1[CH:7]=[CH:8][C:3]([O:2][CH3:1])=[CH:4][CH:5]=1)([C:6]1[CH:7]=[CH:8][C:3]([O:2][CH3:1])=[CH:4][CH:5]=1)[OH:32])[C:26]1[CH:27]=[CH:28][CH:29]=[CH:30][CH:31]=1. The catalyst class is: 7. (5) Reactant: [CH2:1]1[O:5][CH2:4][O:3][CH:2]1[CH2:6][OH:7].C(N(CC)CC)C.C1(C)C=CC=CC=1.[CH:22]12[CH2:28][CH:25]([CH:26]=[CH:27]1)[CH2:24][CH:23]2[C:29](Cl)=[O:30]. Product: [CH:22]12[CH2:28][CH:25]([CH2:26][CH2:27]1)[CH:24]=[C:23]2[C:29]([O:7][CH:6]1[CH2:2][O:3][CH2:4][O:5][CH2:1]1)=[O:30]. The catalyst class is: 6. (6) Reactant: [C:1]([C:5]1[CH:9]=[C:8]([NH:10][C:11]([NH:13][C:14]2[CH:19]=[CH:18][C:17]([F:20])=[CH:16][CH:15]=2)=[O:12])[N:7]([C:21]2[CH:22]=[C:23]([CH:29]=[CH:30][CH:31]=2)[C:24](OCC)=[O:25])[N:6]=1)([CH3:4])([CH3:3])[CH3:2].[H-].[H-].[H-].[H-].[Li+].[Al+3]. Product: [C:1]([C:5]1[CH:9]=[C:8]([NH:10][C:11]([NH:13][C:14]2[CH:19]=[CH:18][C:17]([F:20])=[CH:16][CH:15]=2)=[O:12])[N:7]([C:21]2[CH:31]=[CH:30][CH:29]=[C:23]([CH2:24][OH:25])[CH:22]=2)[N:6]=1)([CH3:4])([CH3:2])[CH3:3]. The catalyst class is: 1. (7) Reactant: N1C2C(=CC=CC=2)C=NC=1.[Br:11][C:12]1[CH:13]=[C:14]([NH:18][C:19]2[C:28]3[C:23](=[CH:24][CH:25]=[C:26]([O:29]C)[CH:27]=3)[N:22]=[CH:21][N:20]=2)[CH:15]=[CH:16][CH:17]=1.C([S-])C.[Na+]. Product: [Br:11][C:12]1[CH:13]=[C:14]([NH:18][C:19]2[C:28]3[C:23](=[CH:24][CH:25]=[C:26]([OH:29])[CH:27]=3)[N:22]=[CH:21][N:20]=2)[CH:15]=[CH:16][CH:17]=1. The catalyst class is: 3.